From a dataset of Full USPTO retrosynthesis dataset with 1.9M reactions from patents (1976-2016). Predict the reactants needed to synthesize the given product. (1) Given the product [Cl:1][C:2]1[CH:7]=[C:6]([CH:5]=[CH:4][C:3]=1[C:11]#[C:12][C:13]([CH3:16])([CH3:15])[CH3:14])[NH2:8], predict the reactants needed to synthesize it. The reactants are: [Cl:1][C:2]1[CH:7]=[C:6]([N+:8]([O-])=O)[CH:5]=[CH:4][C:3]=1[C:11]#[C:12][C:13]([CH3:16])([CH3:15])[CH3:14].[Cl-].[NH4+]. (2) Given the product [Br:1][C:2]1[NH:6][C:5]([C@@H:7]2[CH2:11][CH2:10][CH2:9][N:8]2[C:12](=[O:14])[C@@H:25]([NH:24][C:22](=[O:23])[O:21][CH3:20])[CH:29]([CH3:31])[CH3:30])=[N:4][CH:3]=1, predict the reactants needed to synthesize it. The reactants are: [Br:1][C:2]1[NH:6][C:5]([C@@H:7]2[CH2:11][CH2:10][CH2:9][N:8]2[C:12]([O:14]C(C)(C)C)=O)=[N:4][CH:3]=1.Cl.[CH3:20][O:21][C:22]([NH:24][C@@H:25]([CH:29]([CH3:31])[CH3:30])C(O)=O)=[O:23].CN(C(ON1N=NC2C=CC=NC1=2)=[N+](C)C)C.F[P-](F)(F)(F)(F)F.C(N(C(C)C)CC)(C)C. (3) Given the product [C:1]([NH:4][C:5]1[CH:6]=[C:7]2[C:11](=[CH:12][CH:13]=1)[C:10](=[O:14])[C:9]([CH2:23][CH2:22][CH2:24][CH3:26])([CH2:15][CH2:16][C:17](=[O:20])[CH3:18])[CH2:8]2)(=[O:3])[CH3:2], predict the reactants needed to synthesize it. The reactants are: [C:1]([NH:4][C:5]1[CH:6]=[C:7]2[C:11](=[CH:12][CH:13]=1)[C:10](=[O:14])[CH:9]([CH2:15][CH2:16][CH2:17][CH3:18])[CH2:8]2)(=[O:3])[CH3:2].C[O-:20].[Na+].[CH:22]([C:24]([CH3:26])=O)=[CH2:23]. (4) Given the product [Br:1][C:2]1[CH:3]=[C:4]([CH:7]([OH:8])[CH2:9][C:10]#[N:11])[S:5][CH:6]=1, predict the reactants needed to synthesize it. The reactants are: [Br:1][C:2]1[CH:3]=[C:4]([CH:7]=[O:8])[S:5][CH:6]=1.[CH3:9][C:10]#[N:11].